Dataset: Full USPTO retrosynthesis dataset with 1.9M reactions from patents (1976-2016). Task: Predict the reactants needed to synthesize the given product. (1) Given the product [CH3:12][C:10]1[S:11][C:7]([C:5]2[N:20]=[C:18]([SH:19])[C:17]([C:15]#[N:16])=[CH:3][CH:4]=2)=[C:8]([CH3:13])[N:9]=1, predict the reactants needed to synthesize it. The reactants are: CN(C)[CH:3]=[CH:4][C:5]([C:7]1[S:11][C:10]([CH3:12])=[N:9][C:8]=1[CH3:13])=O.[C:15]([CH2:17][C:18]([NH2:20])=[S:19])#[N:16].CN1C(=O)CCC1.CCCCCC.CCOC(C)=O. (2) Given the product [CH3:31][CH:27]1[CH2:28][CH2:29][CH2:30][N:26]1[CH2:25][CH2:24][CH2:23][O:22][C:19]1[CH:18]=[CH:17][C:16]([C:14]2[O:13][CH2:12][C:11]3([CH2:10][CH2:9][NH:8][CH2:33][CH2:32]3)[N:15]=2)=[CH:21][CH:20]=1, predict the reactants needed to synthesize it. The reactants are: C([N:8]1[CH2:33][CH2:32][C:11]2([N:15]=[C:14]([C:16]3[CH:21]=[CH:20][C:19]([O:22][CH2:23][CH2:24][CH2:25][N:26]4[CH2:30][CH2:29][CH2:28][CH:27]4[CH3:31])=[CH:18][CH:17]=3)[O:13][CH2:12]2)[CH2:10][CH2:9]1)C1C=CC=CC=1. (3) Given the product [O:20]=[S:2]1(=[O:1])[CH2:6][CH2:5][CH:4]([N:7]2[CH2:8][CH2:9][N:10]([C:13]3[N:18]=[CH:17][N:16]=[C:15]([NH:19][C:24]4[S:25][C:26]([C:29]#[N:30])=[CH:27][N:28]=4)[CH:14]=3)[CH2:11][CH2:12]2)[CH2:3]1, predict the reactants needed to synthesize it. The reactants are: [O:1]=[S:2]1(=[O:20])[CH2:6][CH2:5][CH:4]([N:7]2[CH2:12][CH2:11][N:10]([C:13]3[N:18]=[CH:17][N:16]=[C:15]([NH2:19])[CH:14]=3)[CH2:9][CH2:8]2)[CH2:3]1.[H-].[Na+].Cl[C:24]1[S:25][C:26]([C:29]#[N:30])=[CH:27][N:28]=1. (4) Given the product [C:3]([C:6]1[CH:11]=[N:10][N:9]2[CH:12]=[C:13]([C:15]3[CH:20]=[CH:19][CH:18]=[CH:17][CH:16]=3)[CH:14]=[C:8]2[C:7]=1[NH:21][C@@H:22]1[CH2:26][CH2:25][C@:24]([CH3:31])([C:27]([OH:29])=[O:28])[C:23]1([CH3:33])[CH3:32])(=[O:5])[NH2:4], predict the reactants needed to synthesize it. The reactants are: [OH-].[K+].[C:3]([C:6]1[CH:11]=[N:10][N:9]2[CH:12]=[C:13]([C:15]3[CH:20]=[CH:19][CH:18]=[CH:17][CH:16]=3)[CH:14]=[C:8]2[C:7]=1[NH:21][C@@H:22]1[CH2:26][CH2:25][C@:24]([CH3:31])([C:27]([O:29]C)=[O:28])[C:23]1([CH3:33])[CH3:32])(=[O:5])[NH2:4]. (5) Given the product [Br:1][C:2]1[CH:10]=[CH:9][C:5]([C:6]([O:8][C:12]([CH3:15])([CH3:14])[CH3:13])=[O:7])=[CH:4][C:3]=1[CH3:11], predict the reactants needed to synthesize it. The reactants are: [Br:1][C:2]1[CH:10]=[CH:9][C:5]([C:6]([OH:8])=[O:7])=[CH:4][C:3]=1[CH3:11].[C:12](OC(O[C:12]([CH3:15])([CH3:14])[CH3:13])N(C)C)([CH3:15])([CH3:14])[CH3:13]. (6) Given the product [F:1][C:2]1[CH:3]=[CH:4][C:5]([CH2:6][C:7]2[O:8][C:9]([CH2:12][CH2:13][N+:14]([O-:16])=[O:15])=[CH:10][CH:11]=2)=[CH:17][CH:18]=1, predict the reactants needed to synthesize it. The reactants are: [F:1][C:2]1[CH:18]=[CH:17][C:5]([CH2:6][C:7]2[O:8][C:9](/[CH:12]=[CH:13]/[N+:14]([O-:16])=[O:15])=[CH:10][CH:11]=2)=[CH:4][CH:3]=1.CS(C)=O.[BH4-].[Na+].